This data is from Full USPTO retrosynthesis dataset with 1.9M reactions from patents (1976-2016). The task is: Predict the reactants needed to synthesize the given product. (1) Given the product [F:1][C:2]1[CH:15]=[C:14]([O:16][C:17]2[CH:22]=[CH:21][CH:20]=[CH:19][CH:18]=2)[CH:13]=[CH:12][C:3]=1[CH2:4][OH:5], predict the reactants needed to synthesize it. The reactants are: [F:1][C:2]1[CH:15]=[C:14]([O:16][C:17]2[CH:22]=[CH:21][CH:20]=[CH:19][CH:18]=2)[CH:13]=[CH:12][C:3]=1[CH2:4][O:5]C1CCCCO1.CO.O.C1(C)C=CC(S(O)(=O)=O)=CC=1. (2) Given the product [F:1][C:2]1([F:58])[C:6]2[N:7]([CH2:14][C:15]([NH:17][C@H:18]([C:28]3[C:33]([C:34]4[CH:35]=[CH:36][CH:37]=[C:38]5[C:42]=4[N:41]([CH3:43])[N:40]=[C:39]5[NH:44][S:45]([CH3:48])(=[O:47])=[O:46])=[CH:32][CH:31]=[C:30]([C:49]#[C:50][C:51]4([OH:56])[CH2:52][CH2:60][CH2:54]4)[N:29]=3)[CH2:19][C:20]3[CH:21]=[C:22]([F:27])[CH:23]=[C:24]([F:26])[CH:25]=3)=[O:16])[N:8]=[C:9]([C:10]([F:13])([F:12])[F:11])[C:5]=2[C@H:4]2[CH2:57][C@@H:3]12, predict the reactants needed to synthesize it. The reactants are: [F:1][C:2]1([F:58])[C:6]2[N:7]([CH2:14][C:15]([NH:17][C@H:18]([C:28]3[C:33]([C:34]4[CH:35]=[CH:36][CH:37]=[C:38]5[C:42]=4[N:41]([CH3:43])[N:40]=[C:39]5[NH:44][S:45]([CH3:48])(=[O:47])=[O:46])=[CH:32][CH:31]=[C:30]([C:49]#[C:50][C:51]4([OH:56])[CH2:54]N(C)[CH2:52]4)[N:29]=3)[CH2:19][C:20]3[CH:25]=[C:24]([F:26])[CH:23]=[C:22]([F:27])[CH:21]=3)=[O:16])[N:8]=[C:9]([C:10]([F:13])([F:12])[F:11])[C:5]=2[C@H:4]2[CH2:57][C@@H:3]12.Br[C:60]1C([C@@H](NC(=O)CN2C3C(F)(F)[C@@H]4C[C@@H]4C=3C(C(F)(F)F)=N2)CC2C=C(F)C=C(F)C=2)=NC(C#CC2(O)CCC2)=CC=1. (3) Given the product [CH:68]12[N:58]([CH2:57][C:54]3[CH:55]=[CH:4][C:3]([C:21]4[CH:22]=[CH:23][C:6]5[C:5]6[CH:4]=[C:3]([C:1]#[N:2])[N:11]=[CH:10][C:9]=6[N:8]([CH2:12][O:13][CH2:14][CH2:15][Si:16]([CH3:19])([CH3:17])[CH3:18])[C:7]=5[N:20]=4)=[CH:1][CH:56]=3)[CH:71]([CH2:70][CH2:69]1)[CH2:6][CH2:5][CH2:9]2, predict the reactants needed to synthesize it. The reactants are: [C:1]([C:3]1[N:11]=[CH:10][C:9]2[N:8]([CH2:12][O:13][CH2:14][CH2:15][Si:16]([CH3:19])([CH3:18])[CH3:17])[C:7]3[N:20]=[CH:21][C:22](C4C=CC(CN5C6CCC5CC(OC(N5C=CN=C5)=S)C6)=CC=4)=[CH:23][C:6]=3[C:5]=2[CH:4]=1)#[N:2].[CH3:55][C:54](N=N[C:54]([C:57]#[N:58])([CH3:56])[CH3:55])([C:57]#[N:58])[CH3:56].[CH2:68]([SnH]([CH2:68][CH2:69][CH2:70][CH3:71])[CH2:68][CH2:69][CH2:70][CH3:71])[CH2:69][CH2:70][CH3:71]. (4) Given the product [NH2:8][C:9]1[CH:14]=[CH:13][CH:12]=[CH:11][C:10]=1[NH:15][C:16](=[O:33])[C:17]1[CH:22]=[CH:21][C:20]([C:23]2[C:28]([C:29]#[N:30])=[CH:27][C:26]([CH2:34][N:35]([CH3:42])[CH2:36][CH:37]3[CH2:38][CH2:39][CH2:40][O:41]3)=[CH:25][N:24]=2)=[CH:19][CH:18]=1, predict the reactants needed to synthesize it. The reactants are: C(OC([NH:8][C:9]1[CH:14]=[CH:13][CH:12]=[CH:11][C:10]=1[NH:15][C:16](=[O:33])[C:17]1[CH:22]=[CH:21][C:20]([C:23]2[C:28]([C:29]#[N:30])=[CH:27][C:26](C=O)=[CH:25][N:24]=2)=[CH:19][CH:18]=1)=O)(C)(C)C.[CH3:34][NH:35][CH2:36][CH:37]1[O:41][CH2:40][CH2:39][CH2:38]1.[C:42](O)(=O)C.C(O[BH-](OC(=O)C)OC(=O)C)(=O)C.[Na+].FC(F)(F)C(O)=O. (5) Given the product [NH2:25][C:5]([C:8]1[O:9][C:10]2[CH:16]=[CH:15][C:14]([CH2:17][CH2:18][CH2:19][CH2:20][CH2:21][CH2:22][CH2:23][CH3:24])=[CH:13][C:11]=2[CH:12]=1)([CH2:6][OH:7])[CH2:4][OH:3], predict the reactants needed to synthesize it. The reactants are: CC1(C)[O:7][CH2:6][C:5]([NH:25]C(=O)OC(C)(C)C)([C:8]2[O:9][C:10]3[CH:16]=[CH:15][C:14]([CH2:17][CH2:18][CH2:19][CH2:20][CH2:21][CH2:22][CH2:23][CH3:24])=[CH:13][C:11]=3[CH:12]=2)[CH2:4][O:3]1.ClC1C=C(C2ON=C(C3C=CC4OC(C5(NC(=O)OC(C)(C)C)COC(C)(C)OC5)=CC=4C=3)N=2)C=CC=1OCCC. (6) The reactants are: [CH2:1]([N:8]([CH2:20][C:21](=[O:23])[CH3:22])[C:9]([CH:11]1[C:14]2[CH:15]=[CH:16][CH:17]=[C:18]([Cl:19])[C:13]=2[CH2:12]1)=[O:10])[C:2]1[CH:7]=[CH:6][CH:5]=[CH:4][CH:3]=1.CCCCCCC.C(OCC)(=O)C.CCCCCCC. Given the product [CH2:1]([N:8]1[C:9](=[O:10])[C@@H:11]2[C:14]3[CH:15]=[CH:16][CH:17]=[C:18]([Cl:19])[C:13]=3[CH2:12][O:23][C@@:21]2([CH3:22])[CH2:20]1)[C:2]1[CH:3]=[CH:4][CH:5]=[CH:6][CH:7]=1, predict the reactants needed to synthesize it. (7) Given the product [Cl:21][C:18]1[CH:19]=[C:20]2[C:15](=[CH:16][CH:17]=1)[NH:14][CH:13]=[C:12]2[CH:2]([NH:1][C:32]([C:26]1[C:25]2[C:29](=[CH:30][CH:31]=[C:23]([Cl:22])[CH:24]=2)[NH:28][CH:27]=1)=[O:33])[CH2:3][NH:4][C:5](=[O:11])[O:6][C:7]([CH3:9])([CH3:10])[CH3:8], predict the reactants needed to synthesize it. The reactants are: [NH2:1][CH:2]([C:12]1[C:20]2[C:15](=[CH:16][CH:17]=[C:18]([Cl:21])[CH:19]=2)[NH:14][CH:13]=1)[CH2:3][NH:4][C:5](=[O:11])[O:6][C:7]([CH3:10])([CH3:9])[CH3:8].[Cl:22][C:23]1[CH:24]=[C:25]2[C:29](=[CH:30][CH:31]=1)[NH:28][CH:27]=[C:26]2[C:32](O)=[O:33].C(N=C=NCCCN(C)C)C. (8) Given the product [Br:1][C:2]1[C:3](=[O:10])[N:4]([CH3:9])[C:5]([N:12]([CH3:11])[C:13]2[CH:18]=[CH:17][CH:16]=[CH:15][CH:14]=2)=[N:6][CH:7]=1, predict the reactants needed to synthesize it. The reactants are: [Br:1][C:2]1[C:3](=[O:10])[N:4]([CH3:9])[C:5](Cl)=[N:6][CH:7]=1.[CH3:11][NH:12][C:13]1[CH:18]=[CH:17][CH:16]=[CH:15][CH:14]=1. (9) Given the product [CH2:38]([O:37][P:36]([CH2:41][CH2:42][NH:43][CH2:24][C:23]([CH3:26])=[CH:22][CH2:21][C:4]1[C:5]([O:14][CH2:15][CH2:16][Si:17]([CH3:20])([CH3:18])[CH3:19])=[C:6]2[C:10](=[C:11]([CH3:12])[C:3]=1[O:2][CH3:1])[CH2:9][O:8][C:7]2=[O:13])(=[O:40])[O:35][CH2:33][CH3:34])[CH3:39], predict the reactants needed to synthesize it. The reactants are: [CH3:1][O:2][C:3]1[C:11]([CH3:12])=[C:10]2[C:6]([C:7](=[O:13])[O:8][CH2:9]2)=[C:5]([O:14][CH2:15][CH2:16][Si:17]([CH3:20])([CH3:19])[CH3:18])[C:4]=1[CH2:21][CH:22]=[C:23]([CH3:26])[CH:24]=O.C(O)(=O)C(O)=O.[CH2:33]([O:35][P:36]([CH2:41][CH2:42][NH2:43])(=[O:40])[O:37][CH2:38][CH3:39])[CH3:34].C(O[BH-](OC(=O)C)OC(=O)C)(=O)C.[Na+].C(O)(=O)C. (10) Given the product [F:1][C:2]1[CH:3]=[CH:4][C:5]([C:8]2[CH:9]=[CH:10][C:11]([C@@H:14]([N:16]3[CH2:21][CH2:20][C@@:19]([C:25]4[CH:26]=[CH:27][C:28]([F:31])=[CH:29][CH:30]=4)([CH2:22][CH2:23][N:36]4[CH2:37][CH2:38][C@H:34]([F:33])[CH2:35]4)[O:18][C:17]3=[O:32])[CH3:15])=[CH:12][CH:13]=2)=[CH:6][CH:7]=1, predict the reactants needed to synthesize it. The reactants are: [F:1][C:2]1[CH:7]=[CH:6][C:5]([C:8]2[CH:13]=[CH:12][C:11]([C@@H:14]([N:16]3[CH2:21][CH2:20][C@@:19]([C:25]4[CH:30]=[CH:29][C:28]([F:31])=[CH:27][CH:26]=4)([CH2:22][CH2:23]O)[O:18][C:17]3=[O:32])[CH3:15])=[CH:10][CH:9]=2)=[CH:4][CH:3]=1.[F:33][C@H:34]1[CH2:38][CH2:37][NH:36][CH2:35]1.